Dataset: Catalyst prediction with 721,799 reactions and 888 catalyst types from USPTO. Task: Predict which catalyst facilitates the given reaction. (1) Reactant: [CH2:1]([C:8]#[N:9])[C:2]1[CH:7]=[CH:6][CH:5]=[CH:4][CH:3]=1.[OH-].[K+].[CH3:12][C:13]([CH3:15])=O. Product: [CH3:12][C:13]([CH3:15])=[C:1]([C:2]1[CH:7]=[CH:6][CH:5]=[CH:4][CH:3]=1)[C:8]#[N:9]. The catalyst class is: 5. (2) Reactant: [CH2:1]([O:8][C:9](Cl)=[O:10])[C:2]1[CH:7]=[CH:6][CH:5]=[CH:4][CH:3]=1.[C:12]([O:16][C:17](=[O:33])[NH:18][C:19]1[CH:24]=[C:23]([C:25]2[CH:29]=[C:28]([CH3:30])[NH:27][N:26]=2)[C:22]([F:31])=[CH:21][C:20]=1[CH3:32])([CH3:15])([CH3:14])[CH3:13].CCN(C(C)C)C(C)C.C(O)(=O)CC(CC(O)=O)(C(O)=O)O. Product: [CH2:1]([O:8][C:9]([N:27]1[C:28]([CH3:30])=[CH:29][CH:25]([C:23]2[CH:24]=[C:19]([NH:18][C:17]([O:16][C:12]([CH3:14])([CH3:13])[CH3:15])=[O:33])[C:20]([CH3:32])=[CH:21][C:22]=2[F:31])[NH:26]1)=[O:10])[C:2]1[CH:7]=[CH:6][CH:5]=[CH:4][CH:3]=1. The catalyst class is: 2. (3) Reactant: [C:1]([O:4][CH2:5][CH2:6][C:7]1[O:8][C:9]([Br:22])=[C:10]([C:12]2[CH:17]=[CH:16][C:15]([C:18]([F:21])([F:20])[F:19])=[CH:14][CH:13]=2)[N:11]=1)(=[O:3])[CH3:2].C1C(=O)N([Br:30])C(=O)C1.CC(N=NC(C#N)(C)C)(C#N)C. Product: [C:1]([O:4][CH2:5][CH:6]([Br:30])[C:7]1[O:8][C:9]([Br:22])=[C:10]([C:12]2[CH:17]=[CH:16][C:15]([C:18]([F:19])([F:20])[F:21])=[CH:14][CH:13]=2)[N:11]=1)(=[O:3])[CH3:2]. The catalyst class is: 53. (4) Reactant: Cl[C:2]1[C:3]2[CH:10]=[CH:9][N:8]([CH2:11][O:12][CH2:13][CH2:14][Si:15]([CH3:18])([CH3:17])[CH3:16])[C:4]=2[N:5]=[CH:6][N:7]=1.[NH4+:19].[OH-]. Product: [CH3:16][Si:15]([CH3:18])([CH3:17])[CH2:14][CH2:13][O:12][CH2:11][N:8]1[C:4]2[N:5]=[CH:6][N:7]=[C:2]([NH2:19])[C:3]=2[CH:10]=[CH:9]1. The catalyst class is: 12. (5) Reactant: [CH3:1][C:2]1[CH:7]=[C:6]([N+:8]([O-])=O)[C:5]([CH3:11])=[CH:4][C:3]=1[CH:12]1[CH2:21][CH2:20][C:15]2([O:19][CH2:18][CH2:17][O:16]2)[CH2:14][CH2:13]1. Product: [CH3:11][C:5]1[CH:4]=[C:3]([CH:12]2[CH2:21][CH2:20][C:15]3([O:19][CH2:18][CH2:17][O:16]3)[CH2:14][CH2:13]2)[C:2]([CH3:1])=[CH:7][C:6]=1[NH2:8]. The catalyst class is: 19. (6) Reactant: I.[S:2]1[CH:6]=[CH:5][CH:4]=[C:3]1[C:7](SC)=[NH:8].[NH2:11][C:12]1[CH:13]=[C:14]2[C:19](=[CH:20][CH:21]=1)[N:18]([CH2:22][CH2:23][N:24]([CH3:34])[C:25](=[O:33])[O:26][C:27]1[CH:32]=[CH:31][CH:30]=[CH:29][CH:28]=1)[C:17](=[O:35])[CH2:16][CH2:15]2. Product: [CH3:34][N:24]([CH2:23][CH2:22][N:18]1[C:19]2[C:14](=[CH:13][C:12]([NH:11][C:7]([C:3]3[S:2][CH:6]=[CH:5][CH:4]=3)=[NH:8])=[CH:21][CH:20]=2)[CH2:15][CH2:16][C:17]1=[O:35])[C:25](=[O:33])[O:26][C:27]1[CH:28]=[CH:29][CH:30]=[CH:31][CH:32]=1. The catalyst class is: 8.